Dataset: Experimentally validated miRNA-target interactions with 360,000+ pairs, plus equal number of negative samples. Task: Binary Classification. Given a miRNA mature sequence and a target amino acid sequence, predict their likelihood of interaction. (1) The miRNA is hsa-miR-5007-5p with sequence UAGAGUCUGGCUGAUAUGGUUU. The protein sequence of the target gene is MATSMGLLLLLLLLLTQPGAGTGADTEAVVCVGTACYTAHSGKLSAAEAQNHCNQNGGNLATVKSKEEAQHVQRVLAQLLRREAALTARMSKFWIGLQREKGKCLDPSLPLKGFSWVGGGEDTPYSNWHKELRNSCISKRCVSLLLDLSQPLLPSRLPKWSEGPCGSPGSPGSNIEGFVCKFSFKGMCRPLALGGPGQVTYTTPFQTTSSSLEAVPFASAANVACGEGDKDETQSHYFLCKEKAPDVFDWGSSGPLCVSPKYGCNFNNGGCHQDCFEGGDGSFLCGCRPGFRLLDDLVTC.... Result: 1 (interaction). (2) The miRNA is hsa-miR-18a-3p with sequence ACUGCCCUAAGUGCUCCUUCUGG. The protein sequence of the target gene is MSSTLSPTDFDSLEIQGQYSDINNRWDLPDSDWDNDSSSARLFERSRIKALADEREAVQKKTFTKWVNSHLARVTCRVGDLYSDLRDGRNLLRLLEVLSGEILPKPTKGRMRIHCLENVDKALQFLKEQKVHLENMGSHDIVDGNHRLTLGLVWTIILRFQIQDISVETEDNKEKKSAKDALLLWCQMKTAGYPNVNVHNFTTSWRDGLAFNAIVHKHRPDLLDFESLKKCNAHYNLQNAFNLAEKELGLTKLLDPEDVNVDQPDEKSIITYVATYYHYFSKMKALAVEGKRIGKVLDHA.... Result: 1 (interaction). (3) The miRNA is hsa-miR-4424 with sequence AGAGUUAACUCAAAAUGGACUA. The protein sequence of the target gene is MFTSEIGVVEEWLSEFKTLPETSLPNYATNLKDKSSLVTSLYKVIQEPQSELLEPVCHQLFEFYRSGEEQLLRFTLQFLPELMWCYLAVSASRDVHSSGCIEALLLGVYNLEIVDKHGHSKVLSFTIPSLSKPSVYHEPSSIGSMALTESALSQHGLSKVVYSGPHPQREMLTAQNRFEVLTFLLLCYNAALTYMPSVSLQSLCQICSRICVCGYPRQHVRKYRGVSSRIPISSGFMVQMLTGVYFAIYNGEWDLAQKALDDIIYRAQLELYPEPLLVANAIKASLPHGAMKSSKEGTRC.... Result: 0 (no interaction). (4) The miRNA is hsa-miR-21-5p with sequence UAGCUUAUCAGACUGAUGUUGA. The protein sequence of the target gene is MAAGGGGGSSKASSSSASSAGALESSLDRKFQSVTNTMESIQGLSSWCIENKKHHSTIVYHWMKWLRRSAYPHRLNLFYLANDVIQNCKRKNAIIFRESFADVLPEAAALVKDPSVSKSVERIFKIWEDRNVYPEEMIVALREALSTTFKTQKQLKENLNKQPNKQWKKSQTSTNPKAALKSKIVAEFRSQALIEELLLYKRSEDQIELKEKQLSTMRVDVCSTETLKCLKDKTGGKKFSKEFEEASSKLEEFVNGLDKQVKNGPSLTEALENAGIFYEAQYKEVKVVANAYKTFANRVN.... Result: 1 (interaction).